This data is from Forward reaction prediction with 1.9M reactions from USPTO patents (1976-2016). The task is: Predict the product of the given reaction. (1) Given the reactants N[C:2]1[CH:3]=[C:4]([OH:12])[CH:5]=[C:6]([C:8]([F:11])([F:10])[F:9])[CH:7]=1.S(=O)(=O)(O)O.N([O-])=O.[Na+].[I-:22].[K+], predict the reaction product. The product is: [I:22][C:2]1[CH:3]=[C:4]([OH:12])[CH:5]=[C:6]([C:8]([F:11])([F:10])[F:9])[CH:7]=1. (2) Given the reactants [F:1][C:2]([F:32])([F:31])[C:3]1[CH:4]=[C:5]([CH:24]=[C:25]([C:27]([F:30])([F:29])[F:28])[CH:26]=1)[CH2:6][O:7][CH2:8][C:9]1([C:18]2[CH:23]=[CH:22][CH:21]=[CH:20][CH:19]=2)[CH2:16][CH2:15][CH2:14][NH:13][C:12](=O)[CH2:11][CH2:10]1.B.C1COCC1.CO.Cl, predict the reaction product. The product is: [F:31][C:2]([F:1])([F:32])[C:3]1[CH:4]=[C:5]([CH:24]=[C:25]([C:27]([F:30])([F:29])[F:28])[CH:26]=1)[CH2:6][O:7][CH2:8][C:9]1([C:18]2[CH:23]=[CH:22][CH:21]=[CH:20][CH:19]=2)[CH2:10][CH2:11][CH2:12][NH:13][CH2:14][CH2:15][CH2:16]1.